Dataset: Full USPTO retrosynthesis dataset with 1.9M reactions from patents (1976-2016). Task: Predict the reactants needed to synthesize the given product. (1) The reactants are: Br[C:2]1[CH:3]=[C:4]2[C:9](=[CH:10][CH:11]=1)[N:8]=[CH:7][C:6]([C:12]([CH:14]1[CH2:16][CH2:15]1)=[O:13])=[C:5]2[NH:17][C:18]1[CH:23]=[CH:22][C:21]([CH2:24][CH2:25][N:26]([CH3:28])[CH3:27])=[CH:20][CH:19]=1.[Cl:29][C:30]1[CH:35]=[C:34](B2OC(C)(C)C(C)(C)O2)[CH:33]=[C:32]([Cl:45])[C:31]=1[OH:46]. Given the product [ClH:29].[ClH:29].[CH:14]1([C:12]([C:6]2[CH:7]=[N:8][C:9]3[C:4]([C:5]=2[NH:17][C:18]2[CH:19]=[CH:20][C:21]([CH2:24][CH2:25][N:26]([CH3:28])[CH3:27])=[CH:22][CH:23]=2)=[CH:3][C:2]([C:34]2[CH:35]=[C:30]([Cl:29])[C:31]([OH:46])=[C:32]([Cl:45])[CH:33]=2)=[CH:11][CH:10]=3)=[O:13])[CH2:16][CH2:15]1, predict the reactants needed to synthesize it. (2) Given the product [F:1][C:2]1[CH:3]=[C:4]([N:9]2[CH2:13][C@H:12]([CH2:14][N:15]([C:23]3[CH:27]=[N:26][S:25][N:24]=3)[C:16](=[O:22])[O:17][C:18]([CH3:21])([CH3:20])[CH3:19])[O:11][C:10]2=[O:28])[CH:5]=[CH:6][C:7]=1[C:38]1[CH:37]=[N:36][C:35]([C:32]2[N:33]=[N:34][N:30]([CH3:29])[N:31]=2)=[CH:40][CH:39]=1, predict the reactants needed to synthesize it. The reactants are: [F:1][C:2]1[CH:3]=[C:4]([N:9]2[CH2:13][C@H:12]([CH2:14][N:15]([C:23]3[CH:27]=[N:26][S:25][N:24]=3)[C:16](=[O:22])[O:17][C:18]([CH3:21])([CH3:20])[CH3:19])[O:11][C:10]2=[O:28])[CH:5]=[CH:6][C:7]=1I.[CH3:29][N:30]1[N:34]=[N:33][C:32]([C:35]2[CH:40]=[CH:39][C:38]([Sn](C)(C)C)=[CH:37][N:36]=2)=[N:31]1.O. (3) Given the product [NH2:10][C:11]1[C:12]([C:28]([NH:30][C:31]2[CH:32]=[N:33][CH:34]=[CH:35][C:36]=2[N:37]2[CH2:42][C@H:41]([CH3:43])[CH2:40][C@H:39]([NH2:44])[CH2:38]2)=[O:29])=[N:13][C:14]2[C:19]([CH:20]=1)=[CH:18][CH:17]=[C:16]([N:21]1[CH2:26][CH2:25][NH:24][C:23](=[O:27])[CH2:22]1)[CH:15]=2, predict the reactants needed to synthesize it. The reactants are: C(OC(=O)[NH:10][C:11]1[C:12]([C:28]([NH:30][C:31]2[CH:32]=[N:33][CH:34]=[CH:35][C:36]=2[N:37]2[CH2:42][C@H:41]([CH3:43])[CH2:40][C@H:39]([NH2:44])[CH2:38]2)=[O:29])=[N:13][C:14]2[C:19]([CH:20]=1)=[CH:18][CH:17]=[C:16]([N:21]1[CH2:26][CH2:25][NH:24][C:23](=[O:27])[CH2:22]1)[CH:15]=2)C1C=CC=CC=1.[H][H]. (4) Given the product [F:13][C:7]1[CH:8]=[C:9]2[C:4](=[C:5]([F:14])[CH:6]=1)[N:3]=[C:2]([NH2:1])[N:11]=[C:10]2[N:17]1[CH:18]=[N:27][CH:25]=[N:16]1, predict the reactants needed to synthesize it. The reactants are: [NH2:1][C:2]1[N:11]=[C:10](O)[C:9]2[C:4](=[C:5]([F:14])[CH:6]=[C:7]([F:13])[CH:8]=2)[N:3]=1.N1C=[CH:18][N:17]=[N:16]1.O=P(Cl)(Cl)Cl.[C:25](#[N:27])C. (5) Given the product [N:26]1[C:27]2[C:22](=[CH:21][CH:20]=[CH:19][C:18]=2[O:17][CH2:16][CH2:15][O:14][CH2:13][CH2:12][O:11][CH2:10][CH2:9][NH2:6])[CH:23]=[CH:24][CH:25]=1, predict the reactants needed to synthesize it. The reactants are: C1COCC1.[N:6]([CH2:9][CH2:10][O:11][CH2:12][CH2:13][O:14][CH2:15][CH2:16][O:17][C:18]1[CH:19]=[CH:20][CH:21]=[C:22]2[C:27]=1[N:26]=[CH:25][CH:24]=[CH:23]2)=[N+]=[N-].C1(P(C2C=CC=CC=2)C2C=CC=CC=2)C=CC=CC=1.